Predict the reactants needed to synthesize the given product. From a dataset of Full USPTO retrosynthesis dataset with 1.9M reactions from patents (1976-2016). (1) Given the product [CH2:1]([O:3][C:4](=[O:19])[CH2:5][O:6][C:7]1[CH:12]=[CH:11][C:10]([NH:13][C:20]([O:22][C:23]([CH3:26])([CH3:25])[CH3:24])=[O:21])=[CH:9][C:8]=1[CH2:14][CH2:15][CH2:16][O:17][CH3:18])[CH3:2], predict the reactants needed to synthesize it. The reactants are: [CH2:1]([O:3][C:4](=[O:19])[CH2:5][O:6][C:7]1[CH:12]=[CH:11][C:10]([NH2:13])=[CH:9][C:8]=1[CH2:14][CH2:15][CH2:16][O:17][CH3:18])[CH3:2].[C:20](O[C:20]([O:22][C:23]([CH3:26])([CH3:25])[CH3:24])=[O:21])([O:22][C:23]([CH3:26])([CH3:25])[CH3:24])=[O:21]. (2) Given the product [CH:21]1([N:10]2[C:9]3[N:8]=[C:7]([N:5]4[CH:6]=[C:2]([C:31]5[N:32]=[CH:33][S:34][CH:35]=5)[N:3]=[CH:4]4)[N:16]=[CH:15][C:14]=3[N:13]([CH3:17])[C:12](=[O:18])[C@H:11]2[CH2:19][CH3:20])[CH2:25][CH2:24][CH2:23][CH2:22]1, predict the reactants needed to synthesize it. The reactants are: Br[C:2]1[N:3]=[CH:4][N:5]([C:7]2[N:16]=[CH:15][C:14]3[N:13]([CH3:17])[C:12](=[O:18])[C@@H:11]([CH2:19][CH3:20])[N:10]([CH:21]4[CH2:25][CH2:24][CH2:23][CH2:22]4)[C:9]=3[N:8]=2)[CH:6]=1.C([Sn](CCCC)(CCCC)[C:31]1[N:32]=[CH:33][S:34][CH:35]=1)CCC. (3) Given the product [NH2:20][C:21]1[CH:26]=[CH:25][C:24]([C:2]2[CH:19]=[CH:18][C:5]([C:6]([C@H:8]3[CH2:13][CH2:12][CH2:11][CH2:10][C@H:9]3[C:14]([O:16][CH3:17])=[O:15])=[O:7])=[CH:4][CH:3]=2)=[CH:23][CH:22]=1, predict the reactants needed to synthesize it. The reactants are: Br[C:2]1[CH:19]=[CH:18][C:5]([C:6]([C@H:8]2[CH2:13][CH2:12][CH2:11][CH2:10][C@H:9]2[C:14]([O:16][CH3:17])=[O:15])=[O:7])=[CH:4][CH:3]=1.[NH2:20][C:21]1[CH:26]=[CH:25][C:24](B(O)O)=[CH:23][CH:22]=1.C([O-])([O-])=O.[Na+].[Na+].ClCCl. (4) Given the product [Cl:1][C:2]1[C:7]([C:8]#[C:9][C:10]2[CH:15]=[CH:14][C:13]([Cl:16])=[CH:12][CH:11]=2)=[CH:6][N:5]=[C:4]([NH:17][CH:18]=[O:25])[N:3]=1, predict the reactants needed to synthesize it. The reactants are: [Cl:1][C:2]1[C:7]([C:8]#[C:9][C:10]2[CH:15]=[CH:14][C:13]([Cl:16])=[CH:12][CH:11]=2)=[CH:6][N:5]=[C:4]([N:17]=[CH:18]N(C)C)[N:3]=1.C([OH:25])(C)C.CS(O)(=O)=O. (5) The reactants are: [Cl:1][C:2]1[C:3]([NH:11][C:12]2[CH:17]=[CH:16][C:15]([Cl:18])=[CH:14][CH:13]=2)=[N:4][CH:5]=[C:6]([CH:10]=1)[C:7]([NH2:9])=[NH:8].Cl[CH2:20][C:21](=O)[C:22]([CH3:25])([CH3:24])[CH3:23]. Given the product [C:22]([C:21]1[NH:9][C:7]([C:6]2[CH:10]=[C:2]([Cl:1])[C:3]([NH:11][C:12]3[CH:17]=[CH:16][C:15]([Cl:18])=[CH:14][CH:13]=3)=[N:4][CH:5]=2)=[N:8][CH:20]=1)([CH3:25])([CH3:24])[CH3:23], predict the reactants needed to synthesize it. (6) Given the product [CH3:4][C:2]([S@:5]([NH:7][CH:8]([C:9]1[CH:14]=[C:13]([CH3:15])[C:12]([O:16][CH2:17][C:18]([F:21])([F:19])[F:20])=[CH:11][N:10]=1)[CH3:22])=[O:6])([CH3:1])[CH3:3], predict the reactants needed to synthesize it. The reactants are: [CH3:1][C:2]([S@:5](/[N:7]=[CH:8]/[C:9]1[CH:14]=[C:13]([CH3:15])[C:12]([O:16][CH2:17][C:18]([F:21])([F:20])[F:19])=[CH:11][N:10]=1)=[O:6])([CH3:4])[CH3:3].[CH3:22][Mg]Br.C1COCC1. (7) Given the product [CH3:23][C:22]1[C:21](=[O:24])[N:20]2[CH2:25][CH2:26][O:27][C:19]2=[C:18]([N+:28]([O-:30])=[O:29])[C:17]=1[O:8][S:1]([C:4]([F:7])([F:6])[F:5])(=[O:3])=[O:2], predict the reactants needed to synthesize it. The reactants are: [S:1]([O:8]S(C(F)(F)F)(=O)=O)([C:4]([F:7])([F:6])[F:5])(=[O:3])=[O:2].O[C:17]1[C:18]([N+:28]([O-:30])=[O:29])=[C:19]2[O:27][CH2:26][CH2:25][N:20]2[C:21](=[O:24])[C:22]=1[CH3:23].C(OC(=O)C)C.